From a dataset of Forward reaction prediction with 1.9M reactions from USPTO patents (1976-2016). Predict the product of the given reaction. (1) The product is: [CH3:28][NH:29][C:24]([C:23]1[N:19]([CH2:18][C:8]2[N:6]3[CH:7]=[C:2]([CH3:1])[CH:3]=[CH:4][C:5]3=[N:10][C:9]=2[C:11]2[CH:12]=[CH:13][C:14]([CH3:17])=[CH:15][CH:16]=2)[N:20]=[CH:21][N:22]=1)=[O:25]. Given the reactants [CH3:1][C:2]1[CH:3]=[CH:4][C:5]2[N:6]([C:8]([CH2:18][N:19]3[C:23]([C:24](OC)=[O:25])=[N:22][CH:21]=[N:20]3)=[C:9]([C:11]3[CH:16]=[CH:15][C:14]([CH3:17])=[CH:13][CH:12]=3)[N:10]=2)[CH:7]=1.[CH3:28][NH2:29], predict the reaction product. (2) Given the reactants CC1(C)[O:6][C:5](=[CH:7][C:8]([N:10]([CH3:22])[CH2:11][C:12]2[CH:17]=[CH:16][C:15]([C:18]([F:21])([F:20])[F:19])=[CH:14][CH:13]=2)=[O:9])[C:4](=[O:23])O1.[CH2:25]=O.[NH2:27][CH2:28][CH2:29][N:30]1[CH2:35][CH2:34][O:33][CH2:32][CH2:31]1, predict the reaction product. The product is: [CH3:22][N:10]([CH2:11][C:12]1[CH:13]=[CH:14][C:15]([C:18]([F:19])([F:20])[F:21])=[CH:16][CH:17]=1)[C:8]([C:7]1[CH2:25][N:27]([CH2:28][CH2:29][N:30]2[CH2:35][CH2:34][O:33][CH2:32][CH2:31]2)[C:4](=[O:23])[C:5]=1[OH:6])=[O:9]. (3) The product is: [Br:14][CH2:13][CH2:12][O:11][CH2:10][CH2:9][O:18][N:19]1[C:27](=[O:28])[CH:26]2[CH:21]([CH:22]3[CH2:29][CH:25]2[CH:24]=[CH:23]3)[C:20]1=[O:30]. Given the reactants C(N(CC)CC)C.Br[CH2:9][CH2:10][O:11][CH2:12][CH2:13][Br:14].BrCC[O:18][N:19]1[C:27](=[O:28])[CH:26]2[CH:21]([CH:22]3[CH2:29][CH:25]2[CH:24]=[CH:23]3)[C:20]1=[O:30], predict the reaction product. (4) Given the reactants [CH3:1][C:2]1[CH:3]=[C:4]([CH:8]=[CH:9][C:10]=1[C:11]([N:13]1[CH2:17][CH:16]=[CH:15][CH2:14]1)=[O:12])[C:5]([OH:7])=O.CN(C(ON1N=NC2C=CC=CC1=2)=[N+](C)C)C.[B-](F)(F)(F)F.CN1CCOCC1.[Cl:47][C:48]1[CH:61]=[CH:60][C:51]2[NH:52][C:53]([C@@H:55]([NH2:59])[CH2:56][O:57][CH3:58])=[N:54][C:50]=2[CH:49]=1.ClCl, predict the reaction product. The product is: [CH3:1][C:2]1[CH:3]=[C:4]([CH:8]=[CH:9][C:10]=1[C:11]([N:13]1[CH2:17][CH:16]=[CH:15][CH2:14]1)=[O:12])[C:5]([NH:59][C@H:55]([C:53]1[NH:52][C:51]2[CH:60]=[CH:61][C:48]([Cl:47])=[CH:49][C:50]=2[N:54]=1)[CH2:56][O:57][CH3:58])=[O:7]. (5) Given the reactants [CH3:1][O:2][CH2:3][CH:4]([N:8]1[C:17]2[C:12](=[CH:13][C:14]([I:18])=[CH:15][CH:16]=2)[C:11](=[O:19])[C:10]([C:20]([O:22]CC)=[O:21])=[CH:9]1)[CH2:5][O:6][CH3:7].[OH-].[Li+], predict the reaction product. The product is: [CH3:1][O:2][CH2:3][CH:4]([N:8]1[C:17]2[C:12](=[CH:13][C:14]([I:18])=[CH:15][CH:16]=2)[C:11](=[O:19])[C:10]([C:20]([OH:22])=[O:21])=[CH:9]1)[CH2:5][O:6][CH3:7]. (6) Given the reactants [C:1]([O:5][C:6]([N:8]1[CH2:22][CH2:21][C:11]2[N:12]([CH3:20])[C:13]3[CH:14]=[C:15](Br)[CH:16]=[CH:17][C:18]=3[C:10]=2[CH2:9]1)=[O:7])([CH3:4])([CH3:3])[CH3:2].[CH3:23][O:24][C:25]1[CH:30]=[CH:29][C:28]([C:31]2[CH:36]=[CH:35][NH:34][C:33](=[O:37])[CH:32]=2)=[CH:27][CH:26]=1.C([O-])([O-])=O.[Cs+].[Cs+].OC1C=CC=C2C=1N=CC=C2, predict the reaction product. The product is: [CH3:23][O:24][C:25]1[CH:30]=[CH:29][C:28]([C:31]2[CH:36]=[CH:35][N:34]([C:15]3[CH:16]=[CH:17][C:18]4[C:10]5[CH2:9][N:8]([C:6]([O:5][C:1]([CH3:4])([CH3:3])[CH3:2])=[O:7])[CH2:22][CH2:21][C:11]=5[N:12]([CH3:20])[C:13]=4[CH:14]=3)[C:33](=[O:37])[CH:32]=2)=[CH:27][CH:26]=1.